Dataset: Full USPTO retrosynthesis dataset with 1.9M reactions from patents (1976-2016). Task: Predict the reactants needed to synthesize the given product. Given the product [C:20]([O:19][C:17]([N:14]1[CH2:13][CH2:12][CH:11]([N:10]2[C:6]([C:4]([OH:5])=[O:3])=[CH:7][C:8]([C:24]([F:25])([F:26])[F:27])=[N:9]2)[CH2:16][CH2:15]1)=[O:18])([CH3:23])([CH3:21])[CH3:22], predict the reactants needed to synthesize it. The reactants are: C([O:3][C:4]([C:6]1[N:10]([CH:11]2[CH2:16][CH2:15][N:14]([C:17]([O:19][C:20]([CH3:23])([CH3:22])[CH3:21])=[O:18])[CH2:13][CH2:12]2)[N:9]=[C:8]([C:24]([F:27])([F:26])[F:25])[CH:7]=1)=[O:5])C.[OH-].[Na+].